Dataset: Catalyst prediction with 721,799 reactions and 888 catalyst types from USPTO. Task: Predict which catalyst facilitates the given reaction. (1) Reactant: CCOCC.[CH3:6][O:7][C:8](=[O:34])[CH2:9][CH2:10][CH2:11][CH2:12][CH2:13][CH:14]([O:24][CH2:25][C:26]1[CH:31]=[CH:30][C:29]([O:32][CH3:33])=[CH:28][CH:27]=1)[C:15](=[O:23])[NH:16][C:17]1[CH:22]=[CH:21][CH:20]=[CH:19][CH:18]=1. Product: [CH3:6][O:7][C:8](=[O:34])[CH2:9][CH2:10][CH2:11][CH2:12][CH2:13][C@H:14]([O:24][CH2:25][C:26]1[CH:31]=[CH:30][C:29]([O:32][CH3:33])=[CH:28][CH:27]=1)[C:15](=[O:23])[NH:16][C:17]1[CH:22]=[CH:21][CH:20]=[CH:19][CH:18]=1. The catalyst class is: 22. (2) Reactant: [O:1]1[CH2:5][CH2:4][N:3]=[C:2]1[C:6]1[CH:7]=[CH:8][C:9]([O:14][CH:15]([CH3:17])[CH3:16])=[C:10]([CH:13]=1)[C:11]#[N:12].[Br:18]NC(=O)CCC(N)=O. Product: [Br:18][C:5]1[O:1][C:2]([C:6]2[CH:7]=[CH:8][C:9]([O:14][CH:15]([CH3:17])[CH3:16])=[C:10]([CH:13]=2)[C:11]#[N:12])=[N:3][CH:4]=1. The catalyst class is: 53. (3) Reactant: C[CH:2](C)/[CH:3]=[CH:4]/[C:5](O)=[O:6].CN(C(ON1N=NC2C=CC=CC1=2)=[N+](C)C)C.F[P-](F)(F)(F)(F)F.[CH3:33][C:34]1[CH:43]=[C:42]([NH:44][CH2:45][CH2:46][NH2:47])[C:41]2[C:36](=[CH:37][CH:38]=[CH:39][CH:40]=2)[N:35]=1.C(N(CC)CC)C. Product: [CH3:33][C:34]1[CH:43]=[C:42]([NH:44][CH2:45][CH2:46][NH:47][C:5](=[O:6])/[CH:4]=[CH:3]/[CH3:2])[C:41]2[C:36](=[CH:37][CH:38]=[CH:39][CH:40]=2)[N:35]=1. The catalyst class is: 10.